This data is from Forward reaction prediction with 1.9M reactions from USPTO patents (1976-2016). The task is: Predict the product of the given reaction. (1) Given the reactants [Cl:1][C:2]1[CH:18]=[CH:17][C:5]2[CH2:6][CH2:7][N:8]([C:11](=[O:16])[C:12]([F:15])([F:14])[F:13])[CH2:9][CH2:10][C:4]=2[C:3]=1[NH:19][CH2:20][C:21]([CH3:25])([CH3:24])[CH2:22]O.N(C(OCC)=O)=NC(OCC)=O.C1(P(C2C=CC=CC=2)C2C=CC=CC=2)C=CC=CC=1, predict the reaction product. The product is: [Cl:1][C:2]1[CH:18]=[CH:17][C:5]2[CH2:6][CH2:7][N:8]([C:11](=[O:16])[C:12]([F:15])([F:14])[F:13])[CH2:9][CH2:10][C:4]=2[C:3]=1[N:19]1[CH2:22][C:21]([CH3:25])([CH3:24])[CH2:20]1. (2) Given the reactants C(OC([N:8]([C:13]1[CH:14]=[C:15]([C:21]2[CH:22]=[C:23]3[C:29]([C:30]4[CH:31]=[N:32][N:33]([CH2:35][C:36]5[CH:37]=[N:38][CH:39]=[CH:40][CH:41]=5)[CH:34]=4)=[CH:28][N:27](C(OC(C)(C)C)=O)[C:24]3=[N:25][CH:26]=2)[CH:16]=[CH:17][C:18]=1[O:19][CH3:20])[S:9]([CH3:12])(=[O:11])=[O:10])=O)(C)(C)C, predict the reaction product. The product is: [CH3:20][O:19][C:18]1[CH:17]=[CH:16][C:15]([C:21]2[CH:22]=[C:23]3[C:29]([C:30]4[CH:31]=[N:32][N:33]([CH2:35][C:36]5[CH:37]=[N:38][CH:39]=[CH:40][CH:41]=5)[CH:34]=4)=[CH:28][NH:27][C:24]3=[N:25][CH:26]=2)=[CH:14][C:13]=1[NH:8][S:9]([CH3:12])(=[O:11])=[O:10]. (3) Given the reactants [CH3:1][O:2][C:3]1[CH:4]=[C:5]2[C:10](=[CH:11][CH:12]=1)[N:9]=[CH:8][CH:7]=[CH:6]2.[OH:13]O.[OH-].[NH4+], predict the reaction product. The product is: [CH3:1][O:2][C:3]1[CH:4]=[C:5]2[C:10](=[CH:11][CH:12]=1)[N+:9]([O-:13])=[CH:8][CH:7]=[CH:6]2. (4) Given the reactants C1C2C(COC([NH:18][C@H:19]3[CH2:23][N:22]([C:24](OC(C)(C)C)=O)[C@@H:21]([CH:31]([CH3:33])[CH3:32])[CH2:20]3)=O)C3C(=CC=CC=3)C=2C=CC=1.C(O)C([NH2:40])(CO)CO.[Cl:42][C:43]1[CH:48]=[CH:47][C:46]([C:49]([F:52])([F:51])[F:50])=[CH:45][C:44]=1[S:53](Cl)(=[O:55])=[O:54].CCN(CC)CC.CCN(C(C)C)C(C)C.N#CBr, predict the reaction product. The product is: [Cl:42][C:43]1[CH:48]=[CH:47][C:46]([C:49]([F:52])([F:51])[F:50])=[CH:45][C:44]=1[S:53]([NH:18][C@@H:19]1[CH2:20][C@H:21]([CH:31]([CH3:32])[CH3:33])[N:22]([C:24]#[N:40])[CH2:23]1)(=[O:55])=[O:54]. (5) Given the reactants [CH3:1][N:2]1[CH:6]=[C:5]([C:7](O)=[O:8])[C:4]([C:10]([F:13])([F:12])[F:11])=[N:3]1.O1CCCC1.S(Cl)(Cl)=O.[NH2:23][C:24]1[CH:25]=[C:26]([CH:43]=[CH:44][C:45]=1[CH3:46])[O:27][C:28]1[CH:29]=[CH:30][C:31]2[N:32]([N:34]=[C:35]([NH:37][C:38]([CH:40]3[CH2:42][CH2:41]3)=[O:39])[N:36]=2)[CH:33]=1, predict the reaction product. The product is: [CH:40]1([C:38]([NH:37][C:35]2[N:36]=[C:31]3[CH:30]=[CH:29][C:28]([O:27][C:26]4[CH:43]=[CH:44][C:45]([CH3:46])=[C:24]([NH:23][C:7]([C:5]5[C:4]([C:10]([F:13])([F:12])[F:11])=[N:3][N:2]([CH3:1])[CH:6]=5)=[O:8])[CH:25]=4)=[CH:33][N:32]3[N:34]=2)=[O:39])[CH2:41][CH2:42]1. (6) Given the reactants [Mn]([O-])(=O)(=O)=O.[K+].[CH2:7]([N:14]1[C:22]2[C:21](=[O:23])[N:20]([CH2:24][C:25]3[C:34]4[C:29](=[CH:30][CH:31]=[CH:32][CH:33]=4)[CH:28]=[CH:27][CH:26]=3)[N:19]=[CH:18][C:17]=2[N:16]=[C:15]1SC)[C:8]1[CH:13]=[CH:12][CH:11]=[CH:10][CH:9]=1.[S:37]([O-:40])(O)=[O:38].[Na+].[C:42](O)(=O)C, predict the reaction product. The product is: [CH2:7]([N:14]1[C:22]2[C:21](=[O:23])[N:20]([CH2:24][C:25]3[C:34]4[C:29](=[CH:30][CH:31]=[CH:32][CH:33]=4)[CH:28]=[CH:27][CH:26]=3)[N:19]=[CH:18][C:17]=2[N:16]=[C:15]1[S:37]([CH3:42])(=[O:40])=[O:38])[C:8]1[CH:13]=[CH:12][CH:11]=[CH:10][CH:9]=1. (7) Given the reactants BrC1C=CC(C(N2CCN(C3C(C)=CC(C)=C(C)N=3)CC2)=O)=C(F)C=1.COC1C=CC(CN2C(=O)C(C)NC2=O)=CC=1.[F:43][C:44]1[CH:45]=[C:46]([N:67]2[CH:71]([CH3:72])[C:70](=[O:73])[N:69](CC3C=CC(OC)=CC=3)[C:68]2=[O:83])[CH:47]=[CH:48][C:49]=1[C:50]([N:52]1[CH2:57][CH2:56][N:55]([C:58]2[C:63]([CH3:64])=[CH:62][C:61]([CH3:65])=[C:60]([CH3:66])[N:59]=2)[CH2:54][CH2:53]1)=[O:51], predict the reaction product. The product is: [F:43][C:44]1[CH:45]=[C:46]([N:67]2[CH:71]([CH3:72])[C:70](=[O:73])[NH:69][C:68]2=[O:83])[CH:47]=[CH:48][C:49]=1[C:50]([N:52]1[CH2:57][CH2:56][N:55]([C:58]2[C:63]([CH3:64])=[CH:62][C:61]([CH3:65])=[C:60]([CH3:66])[N:59]=2)[CH2:54][CH2:53]1)=[O:51]. (8) Given the reactants [CH3:1][C:2]1[CH:21]=[CH:20][CH:19]=[C:18]([CH3:22])[C:3]=1[CH2:4][N:5]1[C:13]2[C:8](=[CH:9][CH:10]=[C:11]([C:14]([OH:16])=[O:15])[CH:12]=2)[C:7]([CH3:17])=[N:6]1.[OH-].[K+:24], predict the reaction product. The product is: [CH3:1][C:2]1[CH:21]=[CH:20][CH:19]=[C:18]([CH3:22])[C:3]=1[CH2:4][N:5]1[C:13]2[C:8](=[CH:9][CH:10]=[C:11]([C:14]([O-:16])=[O:15])[CH:12]=2)[C:7]([CH3:17])=[N:6]1.[K+:24]. (9) The product is: [Cl:25][C:26]1[CH:31]=[C:30]([C:2]2[CH:7]=[CH:6][CH:5]=[C:4]([C:8]3([C:19]4[CH:20]=[CH:21][N:22]=[CH:23][CH:24]=4)[C:16]4[C:11](=[C:12]([F:17])[CH:13]=[CH:14][CH:15]=4)[C:10]([NH2:18])=[N:9]3)[CH:3]=2)[CH:29]=[CH:28][CH:27]=1. Given the reactants Br[C:2]1[CH:3]=[C:4]([C:8]2([C:19]3[CH:24]=[CH:23][N:22]=[CH:21][CH:20]=3)[C:16]3[C:11](=[C:12]([F:17])[CH:13]=[CH:14][CH:15]=3)[C:10]([NH2:18])=[N:9]2)[CH:5]=[CH:6][CH:7]=1.[Cl:25][C:26]1[CH:27]=[C:28](B(O)O)[CH:29]=[CH:30][CH:31]=1, predict the reaction product.